From a dataset of Full USPTO retrosynthesis dataset with 1.9M reactions from patents (1976-2016). Predict the reactants needed to synthesize the given product. Given the product [CH3:1][C:2]1[N:3]=[C:4]2[C:13]([N:14]3[C:20](=[O:21])[C:19]4[CH:22]=[N:23][C:24]([NH:47][CH3:46])=[N:25][C:18]=4[N:17]4[CH2:28][CH2:29][CH2:30][C@H:16]4[CH2:15]3)=[CH:12][CH:11]=[CH:10][N:5]2[C:6](=[O:9])[C:7]=1[CH3:8], predict the reactants needed to synthesize it. The reactants are: [CH3:1][C:2]1[N:3]=[C:4]2[C:13]([N:14]3[C:20](=[O:21])[C:19]4[CH:22]=[N:23][C:24](SC)=[N:25][C:18]=4[N:17]4[CH2:28][CH2:29][CH2:30][C@H:16]4[CH2:15]3)=[CH:12][CH:11]=[CH:10][N:5]2[C:6](=[O:9])[C:7]=1[CH3:8].C1C=C(Cl)C=C(C(OO)=O)C=1.C(Cl)(Cl)Cl.[CH3:46][NH2:47].C1COCC1.